Dataset: Forward reaction prediction with 1.9M reactions from USPTO patents (1976-2016). Task: Predict the product of the given reaction. (1) Given the reactants [C:1]([NH:8][CH:9]([CH2:13][CH2:14][CH3:15])C(O)=O)([O:3][C:4]([CH3:7])([CH3:6])[CH3:5])=[O:2].Cl.N([O:19][CH3:20])C.C(Cl)CCl.C1C=CC2N([OH:34])N=NC=2C=1.C[N:36]1[CH2:41]COC[CH2:37]1, predict the reaction product. The product is: [C:4]([O:3][C:1](=[O:2])[NH:8][CH2:9][CH2:13][CH2:14][CH2:15][C:41](=[O:34])[N:36]([O:19][CH3:20])[CH3:37])([CH3:5])([CH3:6])[CH3:7]. (2) Given the reactants [CH3:1][N:2]1[CH2:7][CH2:6][CH:5]([CH2:8][N:9]2[CH2:14][CH2:13][NH:12][CH2:11][CH2:10]2)[CH2:4][CH2:3]1.[C:15]1([CH:21]([C:26]2[CH:31]=[CH:30][CH:29]=[CH:28][CH:27]=2)[CH2:22][C:23](O)=[O:24])[CH:20]=[CH:19][CH:18]=[CH:17][CH:16]=1.C(Cl)CCl, predict the reaction product. The product is: [CH3:1][N:2]1[CH2:7][CH2:6][CH:5]([CH2:8][N:9]2[CH2:14][CH2:13][N:12]([C:23](=[O:24])[CH2:22][CH:21]([C:15]3[CH:20]=[CH:19][CH:18]=[CH:17][CH:16]=3)[C:26]3[CH:31]=[CH:30][CH:29]=[CH:28][CH:27]=3)[CH2:11][CH2:10]2)[CH2:4][CH2:3]1. (3) Given the reactants [CH2:1]([O:8][N:9]1[C:14]2[N:15]=[CH:16][N:17]=[C:18]([CH3:19])[C:13]=2[C:12](O)=[CH:11][C:10]1=[O:21])[C:2]1[CH:7]=[CH:6][CH:5]=[CH:4][CH:3]=1.[CH2:22]([N:24]([CH2:27][CH3:28])[CH2:25]C)C, predict the reaction product. The product is: [CH2:1]([O:8][N:9]1[C:14]2[N:15]=[CH:16][N:17]=[C:18]([CH3:19])[C:13]=2[C:12]([NH:9][CH2:14][C:13]2[CH:18]=[CH:28][C:27]([N:24]([CH3:22])[CH3:25])=[CH:11][CH:12]=2)=[CH:11][C:10]1=[O:21])[C:2]1[CH:7]=[CH:6][CH:5]=[CH:4][CH:3]=1. (4) Given the reactants C([O:3][C:4](=[O:28])/[CH:5]=[CH:6]/[C:7]1[CH:12]=[CH:11][C:10]([C:13]#[C:14][C:15]2[CH:20]=[C:19]([CH2:21][N:22]([CH:24]3[CH2:26][CH2:25]3)[CH3:23])[CH:18]=[CH:17][C:16]=2[CH3:27])=[CH:9][CH:8]=1)C.[OH-].[K+].Cl, predict the reaction product. The product is: [CH:24]1([N:22]([CH2:21][C:19]2[CH:18]=[CH:17][C:16]([CH3:27])=[C:15]([C:14]#[C:13][C:10]3[CH:9]=[CH:8][C:7](/[CH:6]=[CH:5]/[C:4]([OH:28])=[O:3])=[CH:12][CH:11]=3)[CH:20]=2)[CH3:23])[CH2:25][CH2:26]1. (5) Given the reactants [F:1][C:2]([F:9])([F:8])[CH:3]([OH:7])[C:4]([OH:6])=[O:5].S(=O)(=O)(O)O.[CH2:15](O)[CH3:16], predict the reaction product. The product is: [F:1][C:2]([F:9])([F:8])[CH:3]([OH:7])[C:4]([O:6][CH2:15][CH3:16])=[O:5]. (6) Given the reactants C(O)(C(F)(F)F)=O.C(OC([N:15]1[CH2:18][CH:17]([C:19]([C:27]2[CH:28]=[C:29]3[C:34](=[CH:35][CH:36]=2)[N:33]=[C:32]([O:37][CH3:38])[C:31]([CH2:39][N:40]2[CH2:45][CH2:44][CH:43]([C:46]([F:49])([F:48])[F:47])[CH2:42][CH2:41]2)=[C:30]3[Cl:50])([OH:26])[C:20]2[N:24]([CH3:25])[N:23]=[N:22][CH:21]=2)[CH2:16]1)=O)(C)(C)C.[CH3:51][S:52](Cl)(=[O:54])=[O:53], predict the reaction product. The product is: [Cl:50][C:30]1[C:29]2[C:34](=[CH:35][CH:36]=[C:27]([C:19]([C:20]3[N:24]([CH3:25])[N:23]=[N:22][CH:21]=3)([CH:17]3[CH2:16][N:15]([S:52]([CH3:51])(=[O:54])=[O:53])[CH2:18]3)[OH:26])[CH:28]=2)[N:33]=[C:32]([O:37][CH3:38])[C:31]=1[CH2:39][N:40]1[CH2:41][CH2:42][CH:43]([C:46]([F:48])([F:47])[F:49])[CH2:44][CH2:45]1. (7) Given the reactants [CH3:1][O:2][C:3](=[O:15])[C:4]1[CH:9]=[C:8]([C:10]([F:13])([F:12])[CH3:11])[N:7]=[C:6](Cl)[CH:5]=1.C1(P(C2C=CC=CC=2)C2C=CC3C(=CC=CC=3)C=2C2C3C(=CC=CC=3)C=CC=2P(C2C=CC=CC=2)C2C=CC=CC=2)C=CC=CC=1.C(=O)([O-])[O-].[Cs+].[Cs+].[C@@H:68]([NH2:72])([CH2:70][CH3:71])[CH3:69], predict the reaction product. The product is: [CH3:1][O:2][C:3](=[O:15])[C:4]1[CH:9]=[C:8]([C:10]([F:13])([F:12])[CH3:11])[N:7]=[C:6]([NH:72][C@H:68]([CH2:70][CH3:71])[CH3:69])[CH:5]=1. (8) Given the reactants C(OC([N:8]1[CH2:13][CH2:12][N:11]([C:14]2[N:22]([C:23]3[CH:24]=[N:25][CH:26]=[CH:27][CH:28]=3)[C:17]3=[N:18][CH:19]=[CH:20][CH:21]=[C:16]3[C:15]=2[CH:29]=[O:30])[CH2:10][CH2:9]1)=O)(C)(C)C.FC(F)(F)C(O)=O.C(#N)C.CCOCC, predict the reaction product. The product is: [N:11]1([C:14]2[N:22]([C:23]3[CH:24]=[N:25][CH:26]=[CH:27][CH:28]=3)[C:17]3=[N:18][CH:19]=[CH:20][CH:21]=[C:16]3[C:15]=2[CH:29]=[O:30])[CH2:10][CH2:9][NH:8][CH2:13][CH2:12]1.